Dataset: Full USPTO retrosynthesis dataset with 1.9M reactions from patents (1976-2016). Task: Predict the reactants needed to synthesize the given product. (1) Given the product [Br:1][C:2]1[CH:7]=[C:6]2[C:5](=[CH:4][CH:3]=1)[NH:8][CH2:17][C:18]2([CH3:20])[CH3:19], predict the reactants needed to synthesize it. The reactants are: [Br:1][C:2]1[CH:7]=[CH:6][C:5]([NH:8]N)=[CH:4][CH:3]=1.FC(F)(F)C(O)=O.[CH:17](=O)[CH:18]([CH3:20])[CH3:19].[BH4-].[Na+].N. (2) The reactants are: [Cl:1][C:2]1[C:7]([Cl:8])=[C:6]([C:9]([OH:18])([C:14]([F:17])([F:16])[F:15])[C:10]([F:13])([F:12])[F:11])[CH:5]=[CH:4][C:3]=1[C:19]1[S:23][C:22]([C:24](=[O:34])[NH:25][C@H:26]2[CH2:29][C@H:28]([C:30]([O:32][CH3:33])=[O:31])[CH2:27]2)=[N:21][C:20]=1[C:35](O)=[O:36].Cl.[CH2:39]([NH:41][CH2:42][C:43]([F:46])([F:45])[F:44])[CH3:40].CCN(C(C)C)C(C)C.CN(C(ON1N=NC2C=CC=NC1=2)=[N+](C)C)C.F[P-](F)(F)(F)(F)F. Given the product [Cl:1][C:2]1[C:7]([Cl:8])=[C:6]([C:9]([OH:18])([C:14]([F:15])([F:16])[F:17])[C:10]([F:12])([F:11])[F:13])[CH:5]=[CH:4][C:3]=1[C:19]1[S:23][C:22]([C:24]([NH:25][C@H:26]2[CH2:27][C@H:28]([C:30]([O:32][CH3:33])=[O:31])[CH2:29]2)=[O:34])=[N:21][C:20]=1[C:35](=[O:36])[N:41]([CH2:39][CH3:40])[CH2:42][C:43]([F:46])([F:45])[F:44], predict the reactants needed to synthesize it. (3) The reactants are: Br[C:2]1[CH:14]=[N:13][C:12]2[C:11]3[C:10]([C:15]([O:17][CH3:18])=[O:16])=[CH:9][CH:8]=[CH:7][C:6]=3[NH:5][C:4]=2[CH:3]=1.[CH3:19][N:20]1[C:24]([Sn](CCCC)(CCCC)CCCC)=[C:23]([CH3:38])[N:22]=[N:21]1.CN(C=O)C. Given the product [CH3:19][N:20]1[C:24]([C:2]2[CH:14]=[N:13][C:12]3[C:11]4[C:10]([C:15]([O:17][CH3:18])=[O:16])=[CH:9][CH:8]=[CH:7][C:6]=4[NH:5][C:4]=3[CH:3]=2)=[C:23]([CH3:38])[N:22]=[N:21]1, predict the reactants needed to synthesize it. (4) The reactants are: [CH3:1][O:2][C:3]1[CH:4]=[C:5]([CH:17]=[CH:18][CH:19]=1)[CH2:6][N:7]1[C:12]([CH3:13])=[CH:11][C:10]([OH:14])=[C:9](I)[C:8]1=[O:16].[Cl-:20].[Li+].O. Given the product [CH3:1][O:2][C:3]1[CH:4]=[C:5]([CH:17]=[CH:18][CH:19]=1)[CH2:6][N:7]1[C:12]([CH3:13])=[CH:11][C:10]([OH:14])=[C:9]([Cl:20])[C:8]1=[O:16], predict the reactants needed to synthesize it. (5) Given the product [NH2:11][C:5]1[CH:4]=[N:3][N:2]([CH3:1])[C:6]=1[C:7]([O:9][CH3:10])=[O:8], predict the reactants needed to synthesize it. The reactants are: [CH3:1][N:2]1[C:6]([C:7]([O:9][CH3:10])=[O:8])=[C:5]([N+:11]([O-])=O)[CH:4]=[N:3]1.